From a dataset of Forward reaction prediction with 1.9M reactions from USPTO patents (1976-2016). Predict the product of the given reaction. (1) Given the reactants C(S[C:9]1[CH:14]=[CH:13][C:12]([C:15]2[S:19][C:18]([C:20]3[O:21][C:22]([C:25]([OH:28])([CH3:27])[CH3:26])=[N:23][N:24]=3)=[N:17][C:16]=2[C:29]([N:31]2[CH2:36][CH2:35][C:34]([F:38])([F:37])[CH2:33][CH2:32]2)=[O:30])=[C:11]([Cl:39])[C:10]=1[Cl:40])C1C=CC=CC=1.[S:41]([Cl:45])(Cl)(=[O:43])=[O:42], predict the reaction product. The product is: [Cl:40][C:10]1[C:11]([Cl:39])=[C:12]([C:15]2[S:19][C:18]([C:20]3[O:21][C:22]([C:25]([OH:28])([CH3:27])[CH3:26])=[N:23][N:24]=3)=[N:17][C:16]=2[C:29]([N:31]2[CH2:32][CH2:33][C:34]([F:37])([F:38])[CH2:35][CH2:36]2)=[O:30])[CH:13]=[CH:14][C:9]=1[S:41]([Cl:45])(=[O:43])=[O:42]. (2) Given the reactants [C:1]([O:5][C:6]([C:8]1[N:9]([C:35]2[CH:39]=[CH:38][S:37][CH:36]=2)[C:10]2[C:15]([C:16]=1[NH:17][C:18]([NH:20][C:21]1[C:25]([C:26]([O:28]C)=O)=[CH:24][S:23][CH:22]=1)=[O:19])=[C:14]([CH3:30])[C:13]([C:31]([F:34])([F:33])[F:32])=[CH:12][CH:11]=2)=[O:7])([CH3:4])([CH3:3])[CH3:2].C[O-].[Na+].C(OCC)(=O)C, predict the reaction product. The product is: [C:1]([O:5][C:6]([C:8]1[N:9]([C:35]2[CH:39]=[CH:38][S:37][CH:36]=2)[C:10]2[C:15]([C:16]=1[N:17]1[C:26](=[O:28])[C:25]3=[CH:24][S:23][CH:22]=[C:21]3[NH:20][C:18]1=[O:19])=[C:14]([CH3:30])[C:13]([C:31]([F:34])([F:32])[F:33])=[CH:12][CH:11]=2)=[O:7])([CH3:4])([CH3:2])[CH3:3]. (3) Given the reactants [CH3:1][S:2](Cl)(=[O:4])=[O:3].[OH:6][CH2:7][CH2:8][CH2:9][CH2:10][C:11]1[CH:18]=[CH:17][C:14]([C:15]#[N:16])=[CH:13][CH:12]=1.C(N(CC)CC)C.O, predict the reaction product. The product is: [CH3:1][S:2]([O:6][CH2:7][CH2:8][CH2:9][CH2:10][C:11]1[CH:12]=[CH:13][C:14]([C:15]#[N:16])=[CH:17][CH:18]=1)(=[O:4])=[O:3]. (4) Given the reactants [Cl:1][C:2]1[CH:7]=[C:6]([O:8][C:9]2[C:18]3[C:13](=[CH:14][C:15]([O:21][CH3:22])=[C:16]([O:19][CH3:20])[CH:17]=3)[N:12]=[CH:11][CH:10]=2)[CH:5]=[CH:4][C:3]=1[NH:23][C:24]([NH:26][C:27]1[CH:31]=[C:30]([CH3:32])[O:29][N:28]=1)=[O:25].O.[C:34]1([CH3:44])[CH:39]=[CH:38][C:37]([S:40]([OH:43])(=[O:42])=[O:41])=[CH:36][CH:35]=1, predict the reaction product. The product is: [C:34]1([CH3:44])[CH:35]=[CH:36][C:37]([S:40]([OH:43])(=[O:41])=[O:42])=[CH:38][CH:39]=1.[Cl:1][C:2]1[CH:7]=[C:6]([O:8][C:9]2[C:18]3[C:13](=[CH:14][C:15]([O:21][CH3:22])=[C:16]([O:19][CH3:20])[CH:17]=3)[N:12]=[CH:11][CH:10]=2)[CH:5]=[CH:4][C:3]=1[NH:23][C:24]([NH:26][C:27]1[CH:31]=[C:30]([CH3:32])[O:29][N:28]=1)=[O:25]. (5) Given the reactants C([O:4][C:5]1[CH:10]=[CH:9][C:8]([CH2:11][C@@H:12]2[N:17]3[C:18]4[C:27]5[C:22](=[CH:23][CH:24]=[CH:25][CH:26]=5)[N+:21]([O-])=[CH:20][C:19]=4[N:29]=[C:16]3[CH2:15][O:14][CH2:13]2)=[CH:7][CH:6]=1)(=O)C.[OH-].[NH4+:31].C1(C)C=CC(S([Cl:41])(=O)=O)=CC=1.C(Cl)(Cl)Cl, predict the reaction product. The product is: [ClH:41].[NH2:31][C:20]1[C:19]2[N:29]=[C:16]3[CH2:15][O:14][CH2:13][C@H:12]([CH2:11][C:8]4[CH:9]=[CH:10][C:5]([OH:4])=[CH:6][CH:7]=4)[N:17]3[C:18]=2[C:27]2[C:22](=[CH:23][CH:24]=[CH:25][CH:26]=2)[N:21]=1. (6) Given the reactants [OH-].[Na+].C1COCC1.[Cl:8][C:9]1[CH:14]=[C:13]([NH:15][CH2:16][C:17]2[CH:22]=[CH:21][C:20]([C:23]([F:26])([F:25])[F:24])=[CH:19][C:18]=2[C:27]2[CH:28]=[CH:29][C:30]([C:33]([NH:35][CH2:36][CH2:37][C:38]([O:40]CC)=[O:39])=[O:34])=[N:31][CH:32]=2)[CH:12]=[CH:11][C:10]=1[C:43]1[CH:48]=[CH:47][C:46]([Cl:49])=[CH:45][C:44]=1[CH3:50], predict the reaction product. The product is: [Cl:8][C:9]1[CH:14]=[C:13]([NH:15][CH2:16][C:17]2[CH:22]=[CH:21][C:20]([C:23]([F:24])([F:26])[F:25])=[CH:19][C:18]=2[C:27]2[CH:28]=[CH:29][C:30]([C:33]([NH:35][CH2:36][CH2:37][C:38]([OH:40])=[O:39])=[O:34])=[N:31][CH:32]=2)[CH:12]=[CH:11][C:10]=1[C:43]1[CH:48]=[CH:47][C:46]([Cl:49])=[CH:45][C:44]=1[CH3:50].